From a dataset of Peptide-MHC class II binding affinity with 134,281 pairs from IEDB. Regression. Given a peptide amino acid sequence and an MHC pseudo amino acid sequence, predict their binding affinity value. This is MHC class II binding data. (1) The peptide sequence is VFLGSAHGIPKVPPG. The MHC is DRB1_1101 with pseudo-sequence DRB1_1101. The binding affinity (normalized) is 0.358. (2) The peptide sequence is AFKPVLVDEGRKVAI. The MHC is DRB1_0901 with pseudo-sequence DRB1_0901. The binding affinity (normalized) is 0.336. (3) The MHC is HLA-DQA10601-DQB10402 with pseudo-sequence HLA-DQA10601-DQB10402. The peptide sequence is LRTLVLAPTRVVLSE. The binding affinity (normalized) is 0.441. (4) The peptide sequence is ILPIAEMSVVAMEFG. The MHC is HLA-DQA10101-DQB10501 with pseudo-sequence HLA-DQA10101-DQB10501. The binding affinity (normalized) is 0.314. (5) The peptide sequence is LQIILSGKMAHLRKV. The MHC is DRB1_1501 with pseudo-sequence DRB1_1501. The binding affinity (normalized) is 0.854. (6) The peptide sequence is EMILLTMKNKAWMVH. The MHC is DRB1_1101 with pseudo-sequence DRB1_1101. The binding affinity (normalized) is 0.886.